From a dataset of Full USPTO retrosynthesis dataset with 1.9M reactions from patents (1976-2016). Predict the reactants needed to synthesize the given product. (1) Given the product [C:38]([O:26][CH2:25][C:16]1[C:17]([O:23][CH3:24])=[CH:18][C:19]([O:21][CH3:22])=[CH:20][C:15]=1[CH2:14][N:11]1[CH2:12][CH2:13][N:8]([CH2:7][CH:6]2[C:5](=[O:27])[O:4][C@H:3]3[C:28]4[C@@:33]([CH3:36])([CH2:34][CH2:35][C:2]23[OH:1])[CH2:32][CH2:31][CH2:30][C:29]=4[CH3:37])[CH2:9][CH2:10]1)(=[O:40])[CH3:39], predict the reactants needed to synthesize it. The reactants are: [OH:1][C:2]12[CH2:35][CH2:34][C@:33]3([CH3:36])[C:28](=[C:29]([CH3:37])[CH2:30][CH2:31][CH2:32]3)[C@@H:3]1[O:4][C:5](=[O:27])[CH:6]2[CH2:7][N:8]1[CH2:13][CH2:12][N:11]([CH2:14][C:15]2[CH:20]=[C:19]([O:21][CH3:22])[CH:18]=[C:17]([O:23][CH3:24])[C:16]=2[CH2:25][OH:26])[CH2:10][CH2:9]1.[C:38](OC(=O)C)(=[O:40])[CH3:39].N1C=CC=CC=1. (2) Given the product [Cl:1][C:2]1[CH:3]=[C:4]([CH:15]=[CH:16][C:17]=1[Cl:18])[O:5][C:6]1[CH:11]=[CH:10][C:9]([CH2:12][O:13][C:22]2[CH:23]=[C:24]3[N:31]([CH3:32])[CH2:30][CH2:29][N:25]3[C:26](=[O:28])[N:27]=2)=[CH:8][C:7]=1[F:14], predict the reactants needed to synthesize it. The reactants are: [Cl:1][C:2]1[CH:3]=[C:4]([CH:15]=[CH:16][C:17]=1[Cl:18])[O:5][C:6]1[CH:11]=[CH:10][C:9]([CH2:12][OH:13])=[CH:8][C:7]=1[F:14].[H-].[Na+].Cl[C:22]1[CH:23]=[C:24]2[N:31]([CH3:32])[CH2:30][CH2:29][N:25]2[C:26](=[O:28])[N:27]=1.